Dataset: Orexin1 receptor HTS with 218,158 compounds and 233 confirmed actives. Task: Binary Classification. Given a drug SMILES string, predict its activity (active/inactive) in a high-throughput screening assay against a specified biological target. (1) The compound is Clc1cc(c(NC(=S)NCCN2CCOCC2)cc1)C. The result is 0 (inactive). (2) The drug is S(=O)(=O)(N(CC)c1cc(ccc1)C(F)(F)F)c1cc2c(N(C(=O)C3CC3)CC2)cc1. The result is 0 (inactive). (3) The drug is S(=O)(=O)(NCc1ccccc1)c1cc(ccc1)C(OCC(=O)c1c(n(c(=O)n(c1=O)C)C)N)=O. The result is 0 (inactive).